Predict the reactants needed to synthesize the given product. From a dataset of Full USPTO retrosynthesis dataset with 1.9M reactions from patents (1976-2016). Given the product [CH3:1][CH:2]([CH3:13])[C:3]([O:5][CH2:6][O:7][C:8]([Cl:17])=[O:9])=[O:4], predict the reactants needed to synthesize it. The reactants are: [CH3:1][CH:2]([CH3:13])[C:3]([O:5][CH2:6][O:7][C:8](SCC)=[O:9])=[O:4].S(Cl)([Cl:17])(=O)=O.